This data is from Forward reaction prediction with 1.9M reactions from USPTO patents (1976-2016). The task is: Predict the product of the given reaction. (1) Given the reactants [Br:1][C:2]1[C:3]2[C:4]([S:21][C:22]3[CH:27]=[CH:26][C:25]([Cl:28])=[CH:24][CH:23]=3)=[C:5]3[CH:15]([CH2:16][C:17]([O:19][CH3:20])=[O:18])[CH2:14][CH2:13][N:6]3[C:7]=2[CH:8]=[C:9]([CH:11]=[CH2:12])[CH:10]=1.[CH2:29]1COCC1, predict the reaction product. The product is: [Br:1][C:2]1[C:3]2[C:4]([S:21][C:22]3[CH:23]=[CH:24][C:25]([Cl:28])=[CH:26][CH:27]=3)=[C:5]3[CH:15]([CH2:16][C:17]([O:19][CH3:20])=[O:18])[CH2:14][CH2:13][N:6]3[C:7]=2[CH:8]=[C:9]([CH:11]2[CH2:29][CH2:12]2)[CH:10]=1. (2) The product is: [F:32][C:16]1[CH:17]=[C:18]([N:21]2[CH2:25][CH2:24][C@H:23]([N:26]3[CH2:30][CH2:29][CH2:28][C@@H:27]3[CH3:31])[CH2:22]2)[CH:19]=[CH:20][C:15]=1[N:14]1[CH2:13][CH2:12][CH2:11][C:5]2([CH2:10][CH2:9][O:8][CH2:7][CH2:6]2)[C:3]1=[O:2]. Given the reactants C[O:2][C:3]([C:5]1([CH2:11][CH2:12][CH2:13][NH:14][C:15]2[CH:20]=[CH:19][C:18]([N:21]3[CH2:25][CH2:24][C@H:23]([N:26]4[CH2:30][CH2:29][CH2:28][C@@H:27]4[CH3:31])[CH2:22]3)=[CH:17][C:16]=2[F:32])[CH2:10][CH2:9][O:8][CH2:7][CH2:6]1)=O.[Li]CCCC, predict the reaction product. (3) Given the reactants [Na].C([O:4][C:5]([C:7]1([C:26](OCC)=[O:27])[CH2:11][CH2:10][CH2:9][N:8]1[C:12]1[CH:13]=[N:14][C:15]([O:18][C:19]2[CH:24]=[CH:23][C:22]([Br:25])=[CH:21][CH:20]=2)=[CH:16][CH:17]=1)=O)C.[NH2:31][C:32]([NH2:34])=[O:33].Cl.C([OH:38])C, predict the reaction product. The product is: [Br:25][C:22]1[CH:21]=[CH:20][C:19]([O:18][C:15]2[N:14]=[CH:13][C:12]([N:8]3[C:7]4([C:5](=[O:4])[NH:34][C:32](=[O:33])[NH:31][C:26]4=[O:27])[CH2:11][CH2:10][C:9]3=[O:38])=[CH:17][CH:16]=2)=[CH:24][CH:23]=1. (4) Given the reactants [Br:1][C:2]1[C:3]([F:22])=[CH:4][C:5]2[CH:11]3[CH2:12][CH:9]([CH2:10]3)[N:8]3[C:13]([CH:19]=O)=[C:14]([C:16]([NH2:18])=[O:17])[N:15]=[C:7]3[C:6]=2[CH:21]=1.[CH3:23][O:24][CH2:25][CH2:26][NH:27][CH3:28], predict the reaction product. The product is: [Br:1][C:2]1[C:3]([F:22])=[CH:4][C:5]2[CH:11]3[CH2:10][CH:9]([CH2:12]3)[N:8]3[C:13]([CH2:19][N:27]([CH2:26][CH2:25][O:24][CH3:23])[CH3:28])=[C:14]([C:16]([NH2:18])=[O:17])[N:15]=[C:7]3[C:6]=2[CH:21]=1. (5) The product is: [CH3:31][Si:32]([CH3:37])([CH3:36])[CH2:33][CH2:1][O:2][C:3](=[O:27])[C@H:4]([CH2:23][CH2:24][S:25][CH3:26])[NH:5][C:6](=[O:22])[C:7]1[CH:12]=[CH:11][C:10]([N+:13]([O-:15])=[O:14])=[CH:9][C:8]=1[C:16]1[CH:17]=[CH:18][CH:19]=[CH:20][CH:21]=1. Given the reactants [CH3:1][O:2][C:3](=[O:27])[C@H:4]([CH2:23][CH2:24][S:25][CH3:26])[NH:5][C:6](=[O:22])[C:7]1[CH:12]=[CH:11][C:10]([N+:13]([O-:15])=[O:14])=[CH:9][C:8]=1[C:16]1[CH:21]=[CH:20][CH:19]=[CH:18][CH:17]=1.[OH-].[Li+].Cl.[CH3:31][Si:32]([CH3:37])([CH3:36])[CH2:33]CO.C(N=C=NC(C)C)(C)C, predict the reaction product. (6) Given the reactants C(C1N(C2C=CC=CC=2)N=C(C(OCC)=O)C=1C1C=CC(C(O)=O)=CC=1C(N1CCC2C(=CC=CC=2)C1)=O)CCC.C([O:46][C:47]([C:49]1[CH:54]=[CH:53][C:52]([C:55]2[C:56]([C:78]([O:80][CH2:81][CH3:82])=[O:79])=[N:57][N:58]([C:64]3[CH:69]=[CH:68][C:67]([O:70][C:71]4[CH:76]=[CH:75][C:74]([Cl:77])=[CH:73][CH:72]=4)=[CH:66][CH:65]=3)[C:59]=2[CH2:60][CH2:61][CH2:62][CH3:63])=[C:51]([C:83]([N:85]2[CH2:94][CH2:93][C:92]3[C:87](=[CH:88][CH:89]=[CH:90][CH:91]=3)[CH2:86]2)=[O:84])[CH:50]=1)=[O:48])(C)(C)C, predict the reaction product. The product is: [CH2:60]([C:59]1[N:58]([C:64]2[CH:65]=[CH:66][C:67]([O:70][C:71]3[CH:76]=[CH:75][C:74]([Cl:77])=[CH:73][CH:72]=3)=[CH:68][CH:69]=2)[N:57]=[C:56]([C:78]([O:80][CH2:81][CH3:82])=[O:79])[C:55]=1[C:52]1[CH:53]=[CH:54][C:49]([C:47]([OH:48])=[O:46])=[CH:50][C:51]=1[C:83]([N:85]1[CH2:94][CH2:93][C:92]2[C:87](=[CH:88][CH:89]=[CH:90][CH:91]=2)[CH2:86]1)=[O:84])[CH2:61][CH2:62][CH3:63]. (7) Given the reactants OC(C(F)(F)F)=O.[OH:8][C:9]([CH3:31])([CH3:30])[CH2:10][C@@:11]1([C:24]2[CH:29]=[CH:28][CH:27]=[CH:26][CH:25]=2)[O:16][C:15](=[O:17])[N:14]([C@H:18]2[CH2:23][CH2:22][CH2:21][NH:20][CH2:19]2)[CH2:13][CH2:12]1.F[C:33]1[C:38]([F:39])=[CH:37][CH:36]=[CH:35][N:34]=1.CCN(C(C)C)C(C)C.Cl, predict the reaction product. The product is: [F:39][C:38]1[C:33]([N:20]2[CH2:21][CH2:22][CH2:23][C@H:18]([N:14]3[CH2:13][CH2:12][C@:11]([CH2:10][C:9]([OH:8])([CH3:31])[CH3:30])([C:24]4[CH:25]=[CH:26][CH:27]=[CH:28][CH:29]=4)[O:16][C:15]3=[O:17])[CH2:19]2)=[N:34][CH:35]=[CH:36][CH:37]=1. (8) Given the reactants Br[C:2]1[CH:3]=[CH:4][C:5]2[C:6]3[N:26]([CH:27]4[CH2:32][CH2:31][O:30][CH2:29][CH2:28]4)[N:25]=[CH:24][C:7]=3[C:8](=[O:23])[N:9](CC3C=CC(OC)=CC=3OC)[C:10]=2[CH:11]=1.[CH3:33][O:34][C:35]1[N:40]=[C:39]([CH3:41])[C:38](B(O)O)=[C:37]([CH3:45])[CH:36]=1.C(=O)([O-])[O-].[Cs+].[Cs+].O, predict the reaction product. The product is: [CH3:33][O:34][C:35]1[N:40]=[C:39]([CH3:41])[C:38]([C:2]2[CH:3]=[CH:4][C:5]3[C:6]4[N:26]([CH:27]5[CH2:28][CH2:29][O:30][CH2:31][CH2:32]5)[N:25]=[CH:24][C:7]=4[C:8](=[O:23])[NH:9][C:10]=3[CH:11]=2)=[C:37]([CH3:45])[CH:36]=1. (9) The product is: [S:19]([N:1]1[CH2:6][CH2:5][CH:4]([C:7]2[NH:8][C:9](=[O:18])[C:10]3[C:15]([CH:16]=2)=[C:14]([CH3:17])[CH:13]=[CH:12][CH:11]=3)[CH2:3][CH2:2]1)(=[O:21])(=[O:20])[NH2:22]. Given the reactants [NH:1]1[CH2:6][CH2:5][CH:4]([C:7]2[NH:8][C:9](=[O:18])[C:10]3[C:15]([CH:16]=2)=[C:14]([CH3:17])[CH:13]=[CH:12][CH:11]=3)[CH2:3][CH2:2]1.[S:19](N)([NH2:22])(=[O:21])=[O:20], predict the reaction product. (10) Given the reactants [Br:1][C:2]1[CH:11]=[CH:10][C:9]([CH:12]=[O:13])=[C:8]2[C:3]=1[CH:4]=[CH:5][CH:6]=[N:7]2.[OH-:14].[Na+], predict the reaction product. The product is: [Br:1][C:2]1[CH:11]=[CH:10][C:9]([C:12]([OH:14])=[O:13])=[C:8]2[C:3]=1[CH:4]=[CH:5][CH:6]=[N:7]2.